Dataset: Forward reaction prediction with 1.9M reactions from USPTO patents (1976-2016). Task: Predict the product of the given reaction. (1) Given the reactants [Cl:1][C:2]1[CH:7]=[CH:6][C:5]([C@H:8]([C@@H:12]([CH3:17])[C:13]([F:16])([F:15])[F:14])[C:9](Cl)=[O:10])=[CH:4][CH:3]=1.C(N(CC)C(C)C)(C)C.[C:27]([O:31][C:32](=[O:43])[CH2:33][CH2:34][C:35]1[CH:40]=[CH:39][C:38]([Cl:41])=[C:37]([NH2:42])[CH:36]=1)([CH3:30])([CH3:29])[CH3:28].O, predict the reaction product. The product is: [C:27]([O:31][C:32](=[O:43])[CH2:33][CH2:34][C:35]1[CH:40]=[CH:39][C:38]([Cl:41])=[C:37]([NH:42][C:9](=[O:10])[C@H:8]([C:5]2[CH:6]=[CH:7][C:2]([Cl:1])=[CH:3][CH:4]=2)[C@@H:12]([CH3:17])[C:13]([F:16])([F:15])[F:14])[CH:36]=1)([CH3:30])([CH3:28])[CH3:29]. (2) Given the reactants [O:1]1[C:5]2[CH:6]=[CH:7][C:8]([C:10]3[C:19]([F:20])=[C:18](Cl)[C:17]4[C:12](=[CH:13][CH:14]=[CH:15][CH:16]=4)[N:11]=3)=[CH:9][C:4]=2[O:3][CH2:2]1.C([Li])CCC.[I:27]I, predict the reaction product. The product is: [O:1]1[C:5]2[CH:6]=[CH:7][C:8]([C:10]3[C:19]([F:20])=[C:18]([I:27])[C:17]4[C:12](=[CH:13][CH:14]=[CH:15][CH:16]=4)[N:11]=3)=[CH:9][C:4]=2[O:3][CH2:2]1. (3) Given the reactants [OH:1][CH2:2][C:3]#[C:4][C:5]1[CH:13]=[C:12]2[C:8]([CH2:9][O:10][C:11]2=[O:14])=[CH:7][CH:6]=1.[H][H], predict the reaction product. The product is: [OH:1][CH2:2][CH2:3][CH2:4][C:5]1[CH:13]=[C:12]2[C:8]([CH2:9][O:10][C:11]2=[O:14])=[CH:7][CH:6]=1. (4) Given the reactants [Cl:1]C1C=C(C=C(I)C=1)C(N)=N.FC1C=CC(I)=CC=1C(N)=N.IC1C=C(C=CC=1)C(N)=N.Cl[C:34]1[CH:35]=[C:36]([C:41]2[N:50]=[CH:49][C:48]3[CH2:47][CH2:46][C:45]4[N:51]=[C:52]([NH:54][C:55](=[O:57])[CH3:56])[S:53][C:44]=4[C:43]=3[N:42]=2)[CH:37]=[C:38]([I:40])[CH:39]=1.FC1C=CC(I)=CC=1C1N=CC2CCC3N=C(NC(=O)C)SC=3C=2N=1.IC1C=C(C2N=CC3CCC4N=C(NC(=O)C)SC=4C=3N=2)C=CC=1, predict the reaction product. The product is: [Cl:1][C:35]1[CH:34]=[CH:39][C:38]([I:40])=[CH:37][C:36]=1[C:41]1[N:50]=[CH:49][C:48]2[CH2:47][CH2:46][C:45]3[N:51]=[C:52]([NH:54][C:55](=[O:57])[CH3:56])[S:53][C:44]=3[C:43]=2[N:42]=1. (5) The product is: [ClH:30].[NH2:4][C:5]1[CH:6]=[C:7]2[C:12](=[CH:13][CH:14]=1)[C:11]([S:15]([NH:18][CH2:19][C:20]1[CH:21]=[CH:22][CH:23]=[CH:24][CH:25]=1)(=[O:17])=[O:16])=[CH:10][CH:9]=[CH:8]2. Given the reactants C([NH:4][C:5]1[CH:6]=[C:7]2[C:12](=[CH:13][CH:14]=1)[C:11]([S:15]([NH:18][CH2:19][C:20]1[CH:25]=[CH:24][CH:23]=[CH:22][CH:21]=1)(=[O:17])=[O:16])=[CH:10][CH:9]=[CH:8]2)(=O)C.C(O)CC.[ClH:30], predict the reaction product. (6) Given the reactants C(OC(=O)[NH:7][CH2:8][CH2:9][CH2:10][N:11]([CH2:16][C:17]1[CH:22]=[CH:21][CH:20]=[C:19]([C:23]2[CH:28]=[CH:27][N:26]=[C:25](Cl)[N:24]=2)[CH:18]=1)[S:12]([CH3:15])(=[O:14])=[O:13])(C)(C)C.[C:31]1([CH3:40])[CH:36]=[CH:35][C:34]([CH2:37][CH2:38][NH2:39])=[CH:33][CH:32]=1, predict the reaction product. The product is: [NH2:7][CH2:8][CH2:9][CH2:10][N:11]([CH2:16][C:17]1[CH:22]=[CH:21][CH:20]=[C:19]([C:23]2[CH:28]=[CH:27][N:26]=[C:25]([NH:39][CH2:38][CH2:37][C:34]3[CH:35]=[CH:36][C:31]([CH3:40])=[CH:32][CH:33]=3)[N:24]=2)[CH:18]=1)[S:12]([CH3:15])(=[O:13])=[O:14]. (7) Given the reactants [N+:1]([C:4]1[CH:14]=[CH:13][C:7]2[O:8][CH2:9][C:10](=O)[NH:11][C:6]=2[CH:5]=1)([O-:3])=[O:2].B.C1COCC1.CO.Cl, predict the reaction product. The product is: [N+:1]([C:4]1[CH:14]=[CH:13][C:7]2[O:8][CH2:9][CH2:10][NH:11][C:6]=2[CH:5]=1)([O-:3])=[O:2]. (8) Given the reactants [N+:1]([C:4]1[C:5]([CH:14]([C:16]2[CH:17]=[N:18][C:19]([C:22]([F:25])([F:24])[F:23])=[CH:20][CH:21]=2)[OH:15])=[CH:6][CH:7]=[C:8]2[C:13]=1[N:12]=[CH:11][CH:10]=[CH:9]2)([O-:3])=[O:2].C1C=C[NH+]=CC=1.C1C=C[NH+]=CC=1.[O-][Cr](O[Cr]([O-])(=O)=O)(=O)=O, predict the reaction product. The product is: [N+:1]([C:4]1[C:5]([C:14]([C:16]2[CH:17]=[N:18][C:19]([C:22]([F:25])([F:24])[F:23])=[CH:20][CH:21]=2)=[O:15])=[CH:6][CH:7]=[C:8]2[C:13]=1[N:12]=[CH:11][CH:10]=[CH:9]2)([O-:3])=[O:2]. (9) Given the reactants [F:1][C:2]1[CH:3]=[CH:4][C:5](B2OC(C)(C)C(C)(C)O2)=[C:6]2[C:10]=1[C@H:9]([O:11][C:12]1[CH:25]=[CH:24][C:15]3[C@H:16]([CH2:19][C:20]([O:22][CH3:23])=[O:21])[CH2:17][O:18][C:14]=3[CH:13]=1)[CH2:8][CH2:7]2.Br[C:36]1[C:48]([CH3:49])=[CH:47][C:39]([O:40][CH2:41][C:42]2([CH3:46])[CH2:45][O:44][CH2:43]2)=[CH:38][C:37]=1[CH3:50].[O-]P([O-])([O-])=O.[K+].[K+].[K+], predict the reaction product. The product is: [CH3:50][C:37]1[CH:38]=[C:39]([O:40][CH2:41][C:42]2([CH3:46])[CH2:45][O:44][CH2:43]2)[CH:47]=[C:48]([CH3:49])[C:36]=1[C:5]1[CH:4]=[CH:3][C:2]([F:1])=[C:10]2[C:6]=1[CH2:7][CH2:8][C@H:9]2[O:11][C:12]1[CH:25]=[CH:24][C:15]2[C@H:16]([CH2:19][C:20]([O:22][CH3:23])=[O:21])[CH2:17][O:18][C:14]=2[CH:13]=1. (10) Given the reactants [C:1]([C:5]1[CH:11]=[CH:10][C:8]([NH2:9])=[CH:7][CH:6]=1)([CH3:4])([CH3:3])[CH3:2].CC(C)([O-])C.[K+].Cl[C:19]1[N:24]=[CH:23][N:22]=[C:21]([C:25]2[CH:30]=[CH:29][CH:28]=[C:27]([O:31][CH3:32])[CH:26]=2)[CH:20]=1.C1C=CC(P(C2C(C3C(P(C4C=CC=CC=4)C4C=CC=CC=4)=CC=C4C=3C=CC=C4)=C3C(C=CC=C3)=CC=2)C2C=CC=CC=2)=CC=1, predict the reaction product. The product is: [C:1]([C:5]1[CH:6]=[CH:7][C:8]([NH:9][C:19]2[CH:20]=[C:21]([C:25]3[CH:30]=[CH:29][CH:28]=[C:27]([O:31][CH3:32])[CH:26]=3)[N:22]=[CH:23][N:24]=2)=[CH:10][CH:11]=1)([CH3:4])([CH3:2])[CH3:3].